Dataset: Full USPTO retrosynthesis dataset with 1.9M reactions from patents (1976-2016). Task: Predict the reactants needed to synthesize the given product. (1) Given the product [CH:1]([O:4][C:5]1[CH:10]=[CH:9][C:8]([S:11]([NH:30][C:29]2[N:25]([C:20]3[CH:21]=[CH:22][CH:23]=[C:24]4[C:19]=3[CH:18]=[CH:17][CH:16]=[N:15]4)[N:26]=[C:27]([C:31]([F:34])([F:33])[F:32])[CH:28]=2)(=[O:13])=[O:12])=[CH:7][CH:6]=1)([CH3:3])[CH3:2], predict the reactants needed to synthesize it. The reactants are: [CH:1]([O:4][C:5]1[CH:10]=[CH:9][C:8]([S:11](Cl)(=[O:13])=[O:12])=[CH:7][CH:6]=1)([CH3:3])[CH3:2].[N:15]1[C:24]2[C:19](=[C:20]([N:25]3[C:29]([NH2:30])=[CH:28][C:27]([C:31]([F:34])([F:33])[F:32])=[N:26]3)[CH:21]=[CH:22][CH:23]=2)[CH:18]=[CH:17][CH:16]=1. (2) Given the product [N:33]1[CH:28]=[CH:29][CH:30]=[CH:31][C:32]=1[N:34]1[C:38]2=[N:39][CH:40]=[N:41][C:42]([NH:43][N:44]=[CH:45][C:46]3[CH:51]=[CH:50][N:49]=[CH:48][CH:47]=3)=[C:37]2[CH:36]=[N:35]1, predict the reactants needed to synthesize it. The reactants are: N(C1N=CN=C2N(C3C=CC=CN=3)N=CC=12)N.C(=O)C1C=CN=CC=1.CO[C:28]1[N:33]=[C:32]([N:34]2[C:38]3=[N:39][CH:40]=[N:41][C:42]([NH:43][N:44]=[CH:45][C:46]4[CH:51]=[CH:50][N:49]=[CH:48][CH:47]=4)=[C:37]3[CH:36]=[N:35]2)[CH:31]=[CH:30][CH:29]=1. (3) Given the product [C:1]([CH2:3][C:4]([NH:26][C:25]1[CH:24]=[CH:23][C:22]([CH2:21][C:18]2[CH:17]=[CH:16][N:15]=[CH:20][CH:19]=2)=[CH:28][CH:27]=1)=[O:6])#[N:2], predict the reactants needed to synthesize it. The reactants are: [C:1]([CH2:3][C:4]([OH:6])=O)#[N:2].C(Cl)(=O)C(Cl)=O.[OH-].[Na+].[N:15]1[CH:20]=[CH:19][C:18]([CH2:21][C:22]2[CH:28]=[CH:27][C:25]([NH2:26])=[CH:24][CH:23]=2)=[CH:17][CH:16]=1. (4) Given the product [C:1]([O:5][C:6]([NH:8][CH2:9][CH2:10][CH2:11][CH2:12][CH2:13][CH2:14][O:15][C:16]1[CH:45]=[CH:44][C:19]([CH2:20][NH:21][C:22]2[N:27]=[C:26]([O:28][CH2:29][C:30]([F:31])([F:32])[F:33])[N:25]=[C:24]([NH:34][C:35]3[CH:43]=[CH:42][C:38]([C:39]([NH:46][CH:47]([CH:52]4[CH2:57][CH2:56][CH2:55][N:54]([C:58]([O:60][C:61]([CH3:64])([CH3:63])[CH3:62])=[O:59])[CH2:53]4)[C:48]([O:50][CH3:51])=[O:49])=[O:40])=[CH:37][CH:36]=3)[N:23]=2)=[CH:18][CH:17]=1)=[O:7])([CH3:4])([CH3:2])[CH3:3], predict the reactants needed to synthesize it. The reactants are: [C:1]([O:5][C:6]([NH:8][CH2:9][CH2:10][CH2:11][CH2:12][CH2:13][CH2:14][O:15][C:16]1[CH:45]=[CH:44][C:19]([CH2:20][NH:21][C:22]2[N:27]=[C:26]([O:28][CH2:29][C:30]([F:33])([F:32])[F:31])[N:25]=[C:24]([NH:34][C:35]3[CH:43]=[CH:42][C:38]([C:39](O)=[O:40])=[CH:37][CH:36]=3)[N:23]=2)=[CH:18][CH:17]=1)=[O:7])([CH3:4])([CH3:3])[CH3:2].[NH2:46][CH:47]([CH:52]1[CH2:57][CH2:56][CH2:55][N:54]([C:58]([O:60][C:61]([CH3:64])([CH3:63])[CH3:62])=[O:59])[CH2:53]1)[C:48]([O:50][CH3:51])=[O:49].F[B-](F)(F)F.N1(OC(N(C)C)=[N+](C)C)C2C=CC=CC=2N=N1.CCN(C(C)C)C(C)C. (5) Given the product [CH3:18][O:17][CH2:16][CH2:15][O:14][C:9]1[CH:10]=[CH:11][CH:12]=[CH:13][C:8]=1[C:6]1[NH:23][C:21](=[S:22])[NH:20][C:4](=[O:3])[CH:5]=1, predict the reactants needed to synthesize it. The reactants are: C([O:3][C:4](=O)[CH2:5][C:6]([C:8]1[CH:13]=[CH:12][CH:11]=[CH:10][C:9]=1[O:14][CH2:15][CH2:16][O:17][CH3:18])=O)C.[NH2:20][C:21]([NH2:23])=[S:22].C([O-])([O-])=O.[K+].[K+].Cl. (6) Given the product [CH3:1][C:2]1[CH:7]=[CH:6][CH:5]=[CH:4][C:3]=1[C:8]1[C:12]([C:13]([N:39]2[CH2:44][CH2:43][CH2:42][C@@H:41]([C:45]([OH:48])([CH3:47])[CH3:46])[CH2:40]2)=[O:15])=[CH:11][O:10][N:9]=1, predict the reactants needed to synthesize it. The reactants are: [CH3:1][C:2]1[CH:7]=[CH:6][CH:5]=[CH:4][C:3]=1[C:8]1[C:12]([C:13]([OH:15])=O)=[CH:11][O:10][N:9]=1.CN(C(ON1N=NC2C=CC=CC1=2)=[N+](C)C)C.[B-](F)(F)(F)F.Cl.[NH:39]1[CH2:44][CH2:43][CH2:42][C@@H:41]([C:45]([OH:48])([CH3:47])[CH3:46])[CH2:40]1.CCN(CC)CC.